Dataset: Catalyst prediction with 721,799 reactions and 888 catalyst types from USPTO. Task: Predict which catalyst facilitates the given reaction. (1) Reactant: S(Cl)(C)(=O)=O.[CH2:6]([O:8][C:9](=[O:42])[C@H:10]([CH2:18][C:19]1[CH:24]=[CH:23][CH:22]=[C:21]([C:25]2[CH:34]=[CH:33][C:32]3[C:27](=[CH:28][CH:29]=[CH:30][C:31]=3[N:35]([CH2:39]CO)[CH2:36][CH2:37]O)[CH:26]=2)[CH:20]=1)[NH:11][C:12](=[O:17])[C:13]([F:16])([F:15])[F:14])[CH3:7].O.[Cl-:44].[Li+].[CH2:46]([Cl:48])Cl. Product: [CH2:6]([O:8][C:9](=[O:42])[C@H:10]([CH2:18][C:19]1[CH:24]=[CH:23][CH:22]=[C:21]([C:25]2[CH:34]=[CH:33][C:32]3[C:27](=[CH:28][CH:29]=[CH:30][C:31]=3[N:35]([CH2:39][CH2:46][Cl:48])[CH2:36][CH2:37][Cl:44])[CH:26]=2)[CH:20]=1)[NH:11][C:12](=[O:17])[C:13]([F:16])([F:15])[F:14])[CH3:7]. The catalyst class is: 5. (2) Reactant: N1C=CC=CC=1.[Cl:7][CH2:8][O:9][C:10](Cl)=[O:11].[CH3:13][C:14]1[C@@H:31]([O:32][C:33]([C@H:35]([OH:52])[C@@H:36]([NH:43][C:44]([C:46]2[CH:47]=[CH:48][CH:49]=[CH:50][CH:51]=2)=[O:45])[C:37]2[CH:38]=[CH:39][CH:40]=[CH:41][CH:42]=2)=[O:34])[CH2:30][C@:26]2([OH:53])[C:27]([CH3:29])([CH3:28])[C:15]=1[C@@H:16]([O:71][C:72]([CH3:74])=[O:73])[C:17]([C@@:19]1([CH3:70])[C@H:24]([C@@H:25]2[O:54][C:55]([C:57]2[CH:58]=[CH:59][CH:60]=[CH:61][CH:62]=2)=[O:56])[C@:23]2([O:65][C:66]([CH3:68])=[O:67])[CH2:63][O:64][C@@H:22]2[CH2:21][C@@H:20]1[OH:69])=[O:18]. The catalyst class is: 4. Product: [C:72]([O:71][C@@H:16]1[C:15]2[C:27]([CH3:28])([CH3:29])[C@@:26]([OH:53])([CH2:30][C@H:31]([O:32][C:33](=[O:34])[C@H:35]([O:52][C:10]([O:9][CH2:8][Cl:7])=[O:11])[C@@H:36]([NH:43][C:44](=[O:45])[C:46]3[CH:51]=[CH:50][CH:49]=[CH:48][CH:47]=3)[C:37]3[CH:38]=[CH:39][CH:40]=[CH:41][CH:42]=3)[C:14]=2[CH3:13])[C@@H:25]([O:54][C:55](=[O:56])[C:57]2[CH:62]=[CH:61][CH:60]=[CH:59][CH:58]=2)[C@@H:24]2[C@:23]3([O:65][C:66](=[O:67])[CH3:68])[CH2:63][O:64][C@@H:22]3[CH2:21][C@H:20]([O:69][C:10]([O:9][CH2:8][Cl:7])=[O:11])[C@@:19]2([CH3:70])[C:17]1=[O:18])(=[O:73])[CH3:74]. (3) Reactant: [Br:1][C:2]1[C:11]2[C:6](=[CH:7][C:8]([OH:12])=[CH:9][CH:10]=2)[C:5]([NH:13]C(=O)OC(C)(C)C)=[CH:4][CH:3]=1. Product: [NH2:13][C:5]1[CH:4]=[CH:3][C:2]([Br:1])=[C:11]2[C:6]=1[CH:7]=[C:8]([OH:12])[CH:9]=[CH:10]2. The catalyst class is: 89. (4) Reactant: C([Li])CCC.Br[C:7]1[CH:8]=[N:9][CH:10]=[C:11]([Br:13])[CH:12]=1.[CH:14](=[O:21])[C:15]1[CH:20]=[CH:19][CH:18]=[CH:17][CH:16]=1. Product: [Br:13][C:11]1[CH:12]=[C:7]([CH:14]([C:15]2[CH:20]=[CH:19][CH:18]=[CH:17][CH:16]=2)[OH:21])[CH:8]=[N:9][CH:10]=1. The catalyst class is: 28. (5) Reactant: [CH2:1]([C:3]1[CH:12]=[CH:11][C:10]2[C:5](=[CH:6][CH:7]=[CH:8][C:9]=2[N:13]=[CH:14][C:15]([C:30]([F:33])([F:32])[F:31])([OH:29])[CH2:16][C:17]([C:20]2[CH:25]=[C:24]([F:26])[CH:23]=[CH:22][C:21]=2[O:27]C)([CH3:19])[CH3:18])[N:4]=1)[CH3:2].B(Br)(Br)Br.CO. Product: [CH2:1]([C:3]1[CH:12]=[CH:11][C:10]2[C:5](=[CH:6][CH:7]=[CH:8][C:9]=2[NH:13][CH2:14][C:15]([C:30]([F:31])([F:32])[F:33])([OH:29])[CH2:16][C:17]([C:20]2[CH:25]=[C:24]([F:26])[CH:23]=[CH:22][C:21]=2[OH:27])([CH3:19])[CH3:18])[N:4]=1)[CH3:2]. The catalyst class is: 4.